Dataset: Catalyst prediction with 721,799 reactions and 888 catalyst types from USPTO. Task: Predict which catalyst facilitates the given reaction. (1) Reactant: [F:1][C:2]1[CH:7]=[CH:6][C:5]([N:8]2[C:16]3[C:11](=[CH:12][C:13]([C:17]4([C:23]([CH3:29])([CH3:28])[C:24]([O:26]C)=[O:25])[CH2:22][CH2:21][CH2:20][CH2:19][CH2:18]4)=[CH:14][CH:15]=3)[CH:10]=[N:9]2)=[CH:4][CH:3]=1.[C-]#N.[K+].[Li+].[I-]. Product: [F:1][C:2]1[CH:3]=[CH:4][C:5]([N:8]2[C:16]3[C:11](=[CH:12][C:13]([C:17]4([C:23]([CH3:29])([CH3:28])[C:24]([OH:26])=[O:25])[CH2:22][CH2:21][CH2:20][CH2:19][CH2:18]4)=[CH:14][CH:15]=3)[CH:10]=[N:9]2)=[CH:6][CH:7]=1. The catalyst class is: 17. (2) Product: [CH2:19]([C@@:17]1([CH3:21])[NH:18][C:26](=[O:28])[N:15]([C:12]2[CH:13]=[N:14][C:9]([O:8][C:5]3[CH:6]=[CH:7][C:2]([CH3:1])=[C:3]([O:23][CH3:24])[CH:4]=3)=[CH:10][CH:11]=2)[C:16]1=[O:22])[CH3:20]. The catalyst class is: 4. Reactant: [CH3:1][C:2]1[CH:7]=[CH:6][C:5]([O:8][C:9]2[N:14]=[CH:13][C:12]([NH:15][C:16](=[O:22])[C@:17]([CH3:21])([CH2:19][CH3:20])[NH2:18])=[CH:11][CH:10]=2)=[CH:4][C:3]=1[O:23][CH3:24].Cl[C:26](Cl)([O:28]C(=O)OC(Cl)(Cl)Cl)Cl. (3) Reactant: [CH3:1][O:2][C:3]([C:5]1[N:6]([C:28]2[CH:33]=[CH:32][CH:31]=[CH:30][CH:29]=2)[C:7]2[C:12]([C:13](=[O:26])[C:14]=1[CH2:15][C:16]1[CH:21]=[CH:20][C:19]([C:22]([O:24]C)=[O:23])=[CH:18][CH:17]=1)=[CH:11][CH:10]=[C:9]([Cl:27])[CH:8]=2)=[O:4].[OH-].[Li+].Cl.C(OC)(=O)C. Product: [CH3:1][O:2][C:3]([C:5]1[N:6]([C:28]2[CH:33]=[CH:32][CH:31]=[CH:30][CH:29]=2)[C:7]2[C:12]([C:13](=[O:26])[C:14]=1[CH2:15][C:16]1[CH:21]=[CH:20][C:19]([C:22]([OH:24])=[O:23])=[CH:18][CH:17]=1)=[CH:11][CH:10]=[C:9]([Cl:27])[CH:8]=2)=[O:4]. The catalyst class is: 38. (4) The catalyst class is: 53. Product: [Br:10][CH2:1][C:2]1[N:9]=[CH:8][CH:7]=[CH:6][C:3]=1[C:4]#[N:5]. Reactant: [CH3:1][C:2]1[N:9]=[CH:8][CH:7]=[CH:6][C:3]=1[C:4]#[N:5].[Br:10]N1C(=O)CCC1=O.CC(N=NC(C#N)(C)C)(C#N)C. (5) Reactant: [SH:1][C:2]1[N:3]([CH3:7])[CH:4]=[CH:5][N:6]=1.Cl[CH2:9][CH2:10][CH2:11][N:12]1[CH2:17][CH2:16][N:15]([C:18]2[C:23]3[CH:24]=[CH:25][O:26][C:22]=3[CH:21]=[CH:20][N:19]=2)[CH2:14][CH2:13]1.C([O-])([O-])=O.[K+].[K+].O. The catalyst class is: 115. Product: [CH3:7][N:3]1[CH:4]=[CH:5][N:6]=[C:2]1[S:1][CH2:9][CH2:10][CH2:11][N:12]1[CH2:17][CH2:16][N:15]([C:18]2[C:23]3[CH:24]=[CH:25][O:26][C:22]=3[CH:21]=[CH:20][N:19]=2)[CH2:14][CH2:13]1. (6) Product: [CH:1]([N:14]1[CH2:15][C:16](=[C:18]([C:23]2[CH:28]=[CH:27][CH:26]=[C:25]([NH:29][CH3:30])[CH:24]=2)[S:19]([CH3:22])(=[O:21])=[O:20])[CH2:17]1)([C:8]1[CH:9]=[CH:10][CH:11]=[CH:12][CH:13]=1)[C:2]1[CH:3]=[CH:4][CH:5]=[CH:6][CH:7]=1. Reactant: [CH:1]([N:14]1[CH2:17][C:16](=[C:18]([C:23]2[CH:28]=[CH:27][CH:26]=[C:25]([N:29](C(OC(C)(C)C)=O)[CH3:30])[CH:24]=2)[S:19]([CH3:22])(=[O:21])=[O:20])[CH2:15]1)([C:8]1[CH:13]=[CH:12][CH:11]=[CH:10][CH:9]=1)[C:2]1[CH:7]=[CH:6][CH:5]=[CH:4][CH:3]=1. The catalyst class is: 12. (7) Reactant: [CH3:1][C:2]1([CH3:17])[CH2:7][CH2:6][C:5]([CH3:9])([CH3:8])[CH2:4][C:3]1([O:12][Si](C)(C)C)[C:10]#[N:11].Cl. Product: [OH:12][C:3]1([C:10]#[N:11])[CH2:4][C:5]([CH3:8])([CH3:9])[CH2:6][CH2:7][C:2]1([CH3:17])[CH3:1]. The catalyst class is: 7.